This data is from Catalyst prediction with 721,799 reactions and 888 catalyst types from USPTO. The task is: Predict which catalyst facilitates the given reaction. (1) Reactant: [OH-].[Na+].C([O:5][C:6]([C:8]1[NH:9][CH:10]=[C:11]([CH2:13][CH2:14][CH2:15][CH:16]2[CH2:20][CH2:19][CH2:18][CH2:17]2)[CH:12]=1)=[O:7])C. The catalyst class is: 5. Product: [CH:16]1([CH2:15][CH2:14][CH2:13][C:11]2[CH:12]=[C:8]([C:6]([OH:7])=[O:5])[NH:9][CH:10]=2)[CH2:20][CH2:19][CH2:18][CH2:17]1. (2) Reactant: [NH2:1][CH2:2][CH2:3][OH:4].C(=O)([O-])[O-].[Na+].[Na+].[C:11](O[C:11]([O:13][C:14]([CH3:17])([CH3:16])[CH3:15])=[O:12])([O:13][C:14]([CH3:17])([CH3:16])[CH3:15])=[O:12]. Product: [OH:4][CH2:3][CH2:2][NH:1][C:11](=[O:12])[O:13][C:14]([CH3:17])([CH3:16])[CH3:15]. The catalyst class is: 20. (3) The catalyst class is: 11. Reactant: [CH2:1](O)/[CH:2]=[CH:3]/[CH:4]=[CH:5]/[CH2:6][CH2:7][CH2:8][CH2:9][CH2:10]CC.C1(P([N:28]=[N+:29]=[N-:30])(C2C=CC=CC=2)=O)C=CC=CC=1.C1CCN2C(=NCCC2)CC1. Product: [N:28]([CH2:1]/[CH:2]=[CH:3]/[CH:4]=[CH:5]/[CH2:6][CH2:7][CH2:8][CH2:9][CH3:10])=[N+:29]=[N-:30]. (4) Reactant: [O:1]1[CH2:6][CH2:5][N:4]([C:7]2[CH:16]=[CH:15][C:10]([C:11]([NH:13][NH2:14])=[O:12])=[CH:9][N:8]=2)[CH2:3][CH2:2]1.C(N(CC)CC)C.[Cl:24][C:25]1[CH:26]=[C:27]2[C:31](=[CH:32][CH:33]=1)[NH:30][C:29]([C:34](O)=[O:35])=[CH:28]2.C1C=CC2N(O)N=NC=2C=1.CCN=C=NCCCN(C)C. Product: [Cl:24][C:25]1[CH:26]=[C:27]2[C:31](=[CH:32][CH:33]=1)[NH:30][C:29]([C:34]([NH:14][NH:13][C:11](=[O:12])[C:10]1[CH:15]=[CH:16][C:7]([N:4]3[CH2:5][CH2:6][O:1][CH2:2][CH2:3]3)=[N:8][CH:9]=1)=[O:35])=[CH:28]2. The catalyst class is: 18. (5) Reactant: [NH2:1][CH2:2][CH:3]([C:5]1[CH:10]=[CH:9][CH:8]=[CH:7][CH:6]=1)[OH:4].[CH3:11][C:12]([O:15][C:16](O[C:16]([O:15][C:12]([CH3:14])([CH3:13])[CH3:11])=[O:17])=[O:17])([CH3:14])[CH3:13]. Product: [OH:4][CH:3]([C:5]1[CH:10]=[CH:9][CH:8]=[CH:7][CH:6]=1)[CH2:2][NH:1][C:16](=[O:17])[O:15][C:12]([CH3:14])([CH3:13])[CH3:11]. The catalyst class is: 1. (6) Reactant: [C:1]([O:5][C:6]([NH:8][CH:9]([CH2:23][C:24]1[CH:29]=[CH:28][CH:27]=[CH:26][CH:25]=1)[CH2:10][O:11][CH2:12][C:13]1[CH:22]=[CH:21][CH:20]=[CH:19][C:14]=1[C:15]([O:17]C)=[O:16])=[O:7])([CH3:4])([CH3:3])[CH3:2].Cl. Product: [C:1]([O:5][C:6]([NH:8][CH:9]([CH2:23][C:24]1[CH:29]=[CH:28][CH:27]=[CH:26][CH:25]=1)[CH2:10][O:11][CH2:12][C:13]1[CH:22]=[CH:21][CH:20]=[CH:19][C:14]=1[C:15]([OH:17])=[O:16])=[O:7])([CH3:4])([CH3:2])[CH3:3]. The catalyst class is: 562.